Dataset: NCI-60 drug combinations with 297,098 pairs across 59 cell lines. Task: Regression. Given two drug SMILES strings and cell line genomic features, predict the synergy score measuring deviation from expected non-interaction effect. Drug 1: CN(C)C1=NC(=NC(=N1)N(C)C)N(C)C. Drug 2: C1=CC(=CC=C1CC(C(=O)O)N)N(CCCl)CCCl.Cl. Cell line: M14. Synergy scores: CSS=3.29, Synergy_ZIP=1.81, Synergy_Bliss=4.32, Synergy_Loewe=-5.02, Synergy_HSA=-0.460.